This data is from Full USPTO retrosynthesis dataset with 1.9M reactions from patents (1976-2016). The task is: Predict the reactants needed to synthesize the given product. (1) Given the product [F:20][C:21]1[CH:26]=[C:25]([F:27])[CH:24]=[CH:23][C:22]=1[CH2:28][NH:29][C:17]([C:6]1[C:7]2[N:11]=[C:10]([C:12]3[S:13][CH:14]=[CH:15][CH:16]=3)[NH:9][C:8]=2[C:3]([OH:2])=[CH:4][CH:5]=1)=[O:19], predict the reactants needed to synthesize it. The reactants are: C[O:2][C:3]1[C:8]2[NH:9][C:10]([C:12]3[S:13][CH:14]=[CH:15][CH:16]=3)=[N:11][C:7]=2[C:6]([C:17]([OH:19])=O)=[CH:5][CH:4]=1.[F:20][C:21]1[CH:26]=[C:25]([F:27])[CH:24]=[CH:23][C:22]=1[CH2:28][NH2:29]. (2) Given the product [ClH:18].[CH3:1][S:2]([CH2:5][CH2:6][O:7][CH2:8][CH2:9][NH2:10])(=[O:4])=[O:3], predict the reactants needed to synthesize it. The reactants are: [CH3:1][S:2]([CH2:5][CH2:6][O:7][CH2:8][CH2:9][NH:10]C(=O)OC(C)(C)C)(=[O:4])=[O:3].[ClH:18]. (3) Given the product [Cl:8][C:7]1[CH:2]=[N:3][CH:4]=[C:5]([C:9]([F:11])([F:10])[F:12])[CH:6]=1, predict the reactants needed to synthesize it. The reactants are: Cl[C:2]1[C:7]([Cl:8])=[CH:6][C:5]([C:9]([F:12])([F:11])[F:10])=[CH:4][N:3]=1.O.N1C=CC=CC=1CC=O. (4) Given the product [CH3:21][O:20][C:12]1[CH2:13][CH2:14][C@@:15]2([CH3:16])[C:10](=[CH:9][CH2:8][C@@H:7]3[C@@H:17]2[CH2:18][CH2:19][C@@:2]2([CH3:1])[C@H:6]3[CH2:5][CH:4]=[CH:3]2)[CH:11]=1, predict the reactants needed to synthesize it. The reactants are: [CH3:1][C@:2]12[CH2:19][CH2:18][C@H:17]3[C@@H:7]([CH2:8][CH2:9][C:10]4[C@:15]3([CH3:16])[CH2:14][CH2:13][C:12](=[O:20])[CH:11]=4)[C@@H:6]1[CH2:5][CH:4]=[CH:3]2.[CH3:21]OC(OC)(C)C.CO.C(=O)(O)[O-].[Na+]. (5) Given the product [F:35][C:27]1[CH:26]=[C:25]([B:15]2[O:16][C:17]([CH3:22])([CH3:23])[C:18]([CH3:20])([CH3:21])[O:19]2)[CH:30]=[CH:29][C:28]=1[C:31]([OH:34])([CH3:32])[CH3:33], predict the reactants needed to synthesize it. The reactants are: C([O-])(=O)C.[K+].[B:15]1([B:15]2[O:19][C:18]([CH3:21])([CH3:20])[C:17]([CH3:23])([CH3:22])[O:16]2)[O:19][C:18]([CH3:21])([CH3:20])[C:17]([CH3:23])([CH3:22])[O:16]1.Br[C:25]1[CH:30]=[CH:29][C:28]([C:31]([OH:34])([CH3:33])[CH3:32])=[C:27]([F:35])[CH:26]=1.C(Cl)Cl. (6) Given the product [O:29]=[S:24]1(=[O:28])[C:23]2[C:18](=[CH:19][CH:20]=[CH:21][CH:22]=2)[NH:17][C:16]2[CH:15]=[C:14]([CH:6]([CH2:7][CH:8]3[CH2:13][CH2:12][O:11][CH2:10][CH2:9]3)[C:4]([OH:5])=[O:3])[CH:27]=[CH:26][C:25]1=2, predict the reactants needed to synthesize it. The reactants are: C([O:3][C:4]([CH:6]([C:14]1[CH:27]=[CH:26][C:25]2[S:24](=[O:29])(=[O:28])[C:23]3[C:18](=[CH:19][CH:20]=[CH:21][CH:22]=3)[N:17](C(OC(C)(C)C)=O)[C:16]=2[CH:15]=1)[CH2:7][CH:8]1[CH2:13][CH2:12][O:11][CH2:10][CH2:9]1)=[O:5])C.[OH-].[Na+]. (7) Given the product [CH2:1]([N:8]1[C:16]2[C:11](=[CH:12][CH:13]=[C:14]([OH:17])[CH:15]=2)[C:10]([C:19]([NH:21][CH2:22][C:23]2[CH:28]=[CH:27][C:26]([F:29])=[C:25]([F:30])[CH:24]=2)=[O:20])=[C:9]1[CH:31]([CH3:33])[CH3:32])[C:2]1[CH:7]=[CH:6][CH:5]=[CH:4][CH:3]=1, predict the reactants needed to synthesize it. The reactants are: [CH2:1]([N:8]1[C:16]2[C:11](=[CH:12][CH:13]=[C:14]([O:17]C)[CH:15]=2)[C:10]([C:19]([NH:21][CH2:22][C:23]2[CH:28]=[CH:27][C:26]([F:29])=[C:25]([F:30])[CH:24]=2)=[O:20])=[C:9]1[CH:31]([CH3:33])[CH3:32])[C:2]1[CH:7]=[CH:6][CH:5]=[CH:4][CH:3]=1.B(Br)(Br)Br. (8) Given the product [CH3:13][O:11][C:10]([C:6]1[C:5]2[N:1]=[CH:2][NH:3][C:4]=2[CH:9]=[CH:8][CH:7]=1)=[O:12], predict the reactants needed to synthesize it. The reactants are: [NH:1]1[C:5]2[C:6]([C:10]([OH:12])=[O:11])=[CH:7][CH:8]=[CH:9][C:4]=2[N:3]=[CH:2]1.[CH3:13]C(C)N=C=NC(C)C. (9) The reactants are: [N:1]1([CH2:6][CH2:7][CH2:8][CH2:9][C:10]2[CH:15]=[CH:14][C:13]([OH:16])=[CH:12][CH:11]=2)[CH:5]=[CH:4][N:3]=[N:2]1.[H-].[Na+].Cl[CH2:20][C:21]1[CH:22]=[CH:23][C:24]([C:27]2[CH:32]=[CH:31][CH:30]=[C:29]([C:33]([F:36])([F:35])[F:34])[CH:28]=2)=[N:25][CH:26]=1.O. Given the product [N:1]1([CH2:6][CH2:7][CH2:8][CH2:9][C:10]2[CH:11]=[CH:12][C:13]([O:16][CH2:20][C:21]3[CH:22]=[CH:23][C:24]([C:27]4[CH:32]=[CH:31][CH:30]=[C:29]([C:33]([F:36])([F:34])[F:35])[CH:28]=4)=[N:25][CH:26]=3)=[CH:14][CH:15]=2)[CH:5]=[CH:4][N:3]=[N:2]1, predict the reactants needed to synthesize it. (10) Given the product [Cl-:20].[C:1]([C:5]1[CH:9]=[C:8]([C:10]([OH:12])=[O:11])[N:7]([CH2:15][CH2:16][NH+:17]([CH3:19])[CH3:18])[N:6]=1)([CH3:4])([CH3:2])[CH3:3], predict the reactants needed to synthesize it. The reactants are: [C:1]([C:5]1[CH:9]=[C:8]([C:10]([O:12]CC)=[O:11])[N:7]([CH2:15][CH2:16][N:17]([CH3:19])[CH3:18])[N:6]=1)([CH3:4])([CH3:3])[CH3:2].[ClH:20].